This data is from Forward reaction prediction with 1.9M reactions from USPTO patents (1976-2016). The task is: Predict the product of the given reaction. (1) Given the reactants C(N(CC)CC)C.Cl.[CH3:9][O:10][C:11](=[O:24])[C:12]1[CH:17]=[CH:16][CH:15]=[C:14]([CH2:18][NH2:19])[C:13]=1[C:20]([O:22][CH3:23])=[O:21].Cl[C:26]([O:28][CH2:29][CH3:30])=[O:27], predict the reaction product. The product is: [CH3:9][O:10][C:11](=[O:24])[C:12]1[CH:17]=[CH:16][CH:15]=[C:14]([CH2:18][NH:19][C:26]([O:28][CH2:29][CH3:30])=[O:27])[C:13]=1[C:20]([O:22][CH3:23])=[O:21]. (2) The product is: [CH3:13][O:12][CH2:11][CH2:10][CH2:9][O:8][C:4]1[CH:3]=[C:2]([B:17]2[O:18][C:19]([CH3:21])([CH3:20])[C:15]([CH3:31])([CH3:14])[O:16]2)[CH:7]=[CH:6][CH:5]=1. Given the reactants Br[C:2]1[CH:7]=[CH:6][CH:5]=[C:4]([O:8][CH2:9][CH2:10][CH2:11][O:12][CH3:13])[CH:3]=1.[CH3:14][C:15]1([CH3:31])[C:19]([CH3:21])([CH3:20])[O:18][B:17]([B:17]2[O:18][C:19]([CH3:21])([CH3:20])[C:15]([CH3:31])([CH3:14])[O:16]2)[O:16]1.C([O-])([O-])=O.[K+].[K+], predict the reaction product.